Dataset: Forward reaction prediction with 1.9M reactions from USPTO patents (1976-2016). Task: Predict the product of the given reaction. Given the reactants [C:1]1([NH:7][CH2:8][C:9]2[CH:10]=[C:11]([OH:15])[CH:12]=[CH:13][CH:14]=2)[CH:6]=[CH:5][CH:4]=[CH:3][CH:2]=1.C(=O)([O-])[O-].[Cs+].[Cs+].[CH3:22][O:23][C:24](=[O:33])[C:25]1[CH:30]=[CH:29][C:28]([CH2:31]Br)=[CH:27][CH:26]=1, predict the reaction product. The product is: [C:1]1([NH:7][CH2:8][C:9]2[CH:10]=[C:11]([CH:12]=[CH:13][CH:14]=2)[O:15][CH2:31][C:28]2[CH:29]=[CH:30][C:25]([C:24]([O:23][CH3:22])=[O:33])=[CH:26][CH:27]=2)[CH:6]=[CH:5][CH:4]=[CH:3][CH:2]=1.